This data is from Peptide-MHC class II binding affinity with 134,281 pairs from IEDB. The task is: Regression. Given a peptide amino acid sequence and an MHC pseudo amino acid sequence, predict their binding affinity value. This is MHC class II binding data. (1) The peptide sequence is SGHAFGAMAKKGDEQ. The MHC is DRB1_1501 with pseudo-sequence DRB1_1501. The binding affinity (normalized) is 0.172. (2) The peptide sequence is IKTLKFDALSGSQEV. The MHC is DRB1_0404 with pseudo-sequence DRB1_0404. The binding affinity (normalized) is 0.644. (3) The peptide sequence is KFVGITYALTVVWLLVFACS. The MHC is H-2-IAs with pseudo-sequence H-2-IAs. The binding affinity (normalized) is 0. (4) The peptide sequence is QPEQPQKSFPEQERP. The MHC is HLA-DQA10201-DQB10201 with pseudo-sequence HLA-DQA10201-DQB10202. The binding affinity (normalized) is 0. (5) The peptide sequence is DCLKNSADTISSYFVGKM. The MHC is DRB1_0101 with pseudo-sequence DRB1_0101. The binding affinity (normalized) is 0. (6) The peptide sequence is INHPTAAAIAYGLDR. The binding affinity (normalized) is 0.560. The MHC is HLA-DQA10401-DQB10402 with pseudo-sequence HLA-DQA10401-DQB10402. (7) The peptide sequence is AAATAGTTVYGAFAR. The MHC is HLA-DPA10103-DPB10401 with pseudo-sequence HLA-DPA10103-DPB10401. The binding affinity (normalized) is 0. (8) The peptide sequence is TLWQRPVVTIKIGGQLKEAL. The MHC is DRB1_1201 with pseudo-sequence DRB1_1201. The binding affinity (normalized) is 0.368.